Dataset: NCI-60 drug combinations with 297,098 pairs across 59 cell lines. Task: Regression. Given two drug SMILES strings and cell line genomic features, predict the synergy score measuring deviation from expected non-interaction effect. (1) Drug 1: C1=CC(=CC=C1CC(C(=O)O)N)N(CCCl)CCCl.Cl. Drug 2: CC1=CC=C(C=C1)C2=CC(=NN2C3=CC=C(C=C3)S(=O)(=O)N)C(F)(F)F. Cell line: MCF7. Synergy scores: CSS=17.2, Synergy_ZIP=-7.73, Synergy_Bliss=-2.40, Synergy_Loewe=-13.0, Synergy_HSA=-2.25. (2) Drug 1: CC1OCC2C(O1)C(C(C(O2)OC3C4COC(=O)C4C(C5=CC6=C(C=C35)OCO6)C7=CC(=C(C(=C7)OC)O)OC)O)O. Drug 2: C1CN(P(=O)(OC1)NCCCl)CCCl. Cell line: SNB-75. Synergy scores: CSS=10.4, Synergy_ZIP=-4.94, Synergy_Bliss=-4.68, Synergy_Loewe=-18.2, Synergy_HSA=-3.89. (3) Drug 1: CCCCC(=O)OCC(=O)C1(CC(C2=C(C1)C(=C3C(=C2O)C(=O)C4=C(C3=O)C=CC=C4OC)O)OC5CC(C(C(O5)C)O)NC(=O)C(F)(F)F)O. Drug 2: C(CC(=O)O)C(=O)CN.Cl. Cell line: SNB-19. Synergy scores: CSS=64.0, Synergy_ZIP=-3.30, Synergy_Bliss=-2.94, Synergy_Loewe=-22.8, Synergy_HSA=-1.28. (4) Drug 1: C1=CC(=CC=C1CCC2=CNC3=C2C(=O)NC(=N3)N)C(=O)NC(CCC(=O)O)C(=O)O. Drug 2: CN(C)N=NC1=C(NC=N1)C(=O)N. Cell line: IGROV1. Synergy scores: CSS=25.8, Synergy_ZIP=-9.39, Synergy_Bliss=-5.84, Synergy_Loewe=-35.7, Synergy_HSA=-2.82. (5) Drug 1: C1=C(C(=O)NC(=O)N1)N(CCCl)CCCl. Drug 2: CCCS(=O)(=O)NC1=C(C(=C(C=C1)F)C(=O)C2=CNC3=C2C=C(C=N3)C4=CC=C(C=C4)Cl)F. Cell line: HS 578T. Synergy scores: CSS=6.59, Synergy_ZIP=-3.18, Synergy_Bliss=-1.35, Synergy_Loewe=-9.79, Synergy_HSA=-7.19. (6) Cell line: OVCAR-5. Drug 1: CN(C(=O)NC(C=O)C(C(C(CO)O)O)O)N=O. Drug 2: C1CNP(=O)(OC1)N(CCCl)CCCl. Synergy scores: CSS=2.07, Synergy_ZIP=-1.78, Synergy_Bliss=0.409, Synergy_Loewe=-1.86, Synergy_HSA=-0.0165. (7) Drug 1: CC1=C(C(=CC=C1)Cl)NC(=O)C2=CN=C(S2)NC3=CC(=NC(=N3)C)N4CCN(CC4)CCO. Drug 2: CC1=C(C(=O)C2=C(C1=O)N3CC4C(C3(C2COC(=O)N)OC)N4)N. Cell line: IGROV1. Synergy scores: CSS=11.4, Synergy_ZIP=-2.43, Synergy_Bliss=1.27, Synergy_Loewe=-0.428, Synergy_HSA=-0.817. (8) Drug 1: CC1=C(C=C(C=C1)NC2=NC=CC(=N2)N(C)C3=CC4=NN(C(=C4C=C3)C)C)S(=O)(=O)N.Cl. Drug 2: C1C(C(OC1N2C=NC3=C(N=C(N=C32)Cl)N)CO)O. Cell line: MDA-MB-435. Synergy scores: CSS=-4.49, Synergy_ZIP=2.91, Synergy_Bliss=3.81, Synergy_Loewe=-5.40, Synergy_HSA=-0.562. (9) Drug 1: CN(C)N=NC1=C(NC=N1)C(=O)N. Drug 2: C1=C(C(=O)NC(=O)N1)F. Cell line: IGROV1. Synergy scores: CSS=36.0, Synergy_ZIP=-0.165, Synergy_Bliss=2.66, Synergy_Loewe=-0.995, Synergy_HSA=5.56.